From a dataset of Reaction yield outcomes from USPTO patents with 853,638 reactions. Predict the reaction yield, written as a fraction of the theoretical maximum amount of product (1.0 means a 100% yield; for example, 0.34 means a 34% yield). (1) The reactants are Cl.[C:2]([O:6][NH2:7])([CH3:5])([CH3:4])[CH3:3].C(N(C(C)C)CC)(C)C.[C:17]([O:21][C:22](=[O:33])[CH2:23][CH:24]([C:28]([O:30][CH2:31][CH3:32])=[O:29])[C:25](O)=[O:26])([CH3:20])([CH3:19])[CH3:18].C1C=CC2N(O)N=NC=2C=1.C(Cl)CCl. The catalyst is C1COCC1. The product is [CH2:31]([O:30][C:28](=[O:29])[CH:24]([C:25](=[O:26])[NH:7][O:6][C:2]([CH3:5])([CH3:4])[CH3:3])[CH2:23][C:22]([O:21][C:17]([CH3:18])([CH3:20])[CH3:19])=[O:33])[CH3:32]. The yield is 0.660. (2) The reactants are [OH:1][C:2]1[CH:11]=[C:10]2[C:5]([C:6]([C:13]([F:16])([F:15])[F:14])=[CH:7][C:8](=[O:12])[O:9]2)=[CH:4][CH:3]=1.Br[CH2:18][CH2:19][NH:20][C:21](=[O:27])[O:22][C:23]([CH3:26])([CH3:25])[CH3:24].C([O-])([O-])=O.[K+].[K+].C([O-])(O)=O.[Na+]. The catalyst is CN(C=O)C.C(OCC)(=O)C. The product is [O:12]=[C:8]1[CH:7]=[C:6]([C:13]([F:16])([F:14])[F:15])[C:5]2[C:10](=[CH:11][C:2]([O:1][CH2:18][CH2:19][NH:20][C:21](=[O:27])[O:22][C:23]([CH3:26])([CH3:25])[CH3:24])=[CH:3][CH:4]=2)[O:9]1. The yield is 0.870. (3) The reactants are [NH:1]1[C:10]2[C:5](=[CH:6][CH:7]=[CH:8][CH:9]=2)[CH2:4][CH2:3][CH2:2]1.[N+:11]([O-])([O-:13])=[O:12].[K+].C([O-])(O)=O.[Na+]. The catalyst is OS(O)(=O)=O. The product is [N+:11]([C:8]1[CH:9]=[C:10]2[C:5]([CH2:4][CH2:3][CH2:2][NH:1]2)=[CH:6][CH:7]=1)([O-:13])=[O:12]. The yield is 0.250. (4) The reactants are [CH:1]([C:4]1[CH:5]=[CH:6][C:7]([O:12][CH3:13])=[C:8]([CH:11]=1)[CH:9]=[O:10])([CH3:3])[CH3:2].[BH4-].[Na+]. The catalyst is CCO.[NH4+].[Cl-]. The product is [CH:1]([C:4]1[CH:5]=[CH:6][C:7]([O:12][CH3:13])=[C:8]([CH2:9][OH:10])[CH:11]=1)([CH3:3])[CH3:2]. The yield is 0.910. (5) The reactants are [CH3:1][C:2]1[C:16](=[O:17])[N:15]=[C:14]2[N:4]([C@@H:5]3[O:9][C@H:8]([CH2:10][OH:11])[C@@H:7]([OH:12])[C@@H:6]3[O:13]2)[CH:3]=1.[CH3:18][O:19][CH2:20][CH2:21][O:22]B([O:22][CH2:21][CH2:20][O:19][CH3:18])[O:22][CH2:21][CH2:20][O:19][CH3:18]. The catalyst is COCCO. The product is [CH3:18][O:19][CH2:20][CH2:21][O:22][C@@H:6]1[C@H:7]([OH:12])[C@@H:8]([CH2:10][OH:11])[O:9][C@H:5]1[N:4]1[CH:3]=[C:2]([CH3:1])[C:16](=[O:17])[NH:15][C:14]1=[O:13]. The yield is 0.630.